Dataset: Full USPTO retrosynthesis dataset with 1.9M reactions from patents (1976-2016). Task: Predict the reactants needed to synthesize the given product. Given the product [CH:41]1([O:1][C:2]2[CH:3]=[C:4]([CH3:33])[C:5]([C:9]3[CH:14]=[CH:13][CH:12]=[C:11]([CH2:15][O:16][C:17]4[CH:22]=[CH:21][C:20]([C:23]5([CH2:27][C:28]([O:30][CH2:31][CH3:32])=[O:29])[CH2:24][O:25][CH2:26]5)=[CH:19][CH:18]=4)[CH:10]=3)=[C:6]([CH3:8])[CH:7]=2)[CH2:45][CH2:44][CH2:43][CH2:42]1, predict the reactants needed to synthesize it. The reactants are: [OH:1][C:2]1[CH:7]=[C:6]([CH3:8])[C:5]([C:9]2[CH:14]=[CH:13][CH:12]=[C:11]([CH2:15][O:16][C:17]3[CH:22]=[CH:21][C:20]([C:23]4([CH2:27][C:28]([O:30][CH2:31][CH3:32])=[O:29])[CH2:26][O:25][CH2:24]4)=[CH:19][CH:18]=3)[CH:10]=2)=[C:4]([CH3:33])[CH:3]=1.C(=O)([O-])[O-].[Cs+].[Cs+].Br[CH:41]1[CH2:45][CH2:44][CH2:43][CH2:42]1.